This data is from Forward reaction prediction with 1.9M reactions from USPTO patents (1976-2016). The task is: Predict the product of the given reaction. (1) Given the reactants [C:1]([O:5][C:6]([N:8]1[CH2:17][CH2:16][N:15]2[C@H:10]([CH2:11][O:12][C@@:13]([C:19]3[CH:24]=[CH:23][C:22]([F:25])=[C:21]([C:26]#[N:27])[C:20]=3[CH3:28])(O)[CH2:14]2)[CH2:9]1)=[O:7])([CH3:4])([CH3:3])[CH3:2].C(O)(C(F)(F)F)=O.[SiH](CC)(CC)CC.CC(OC(OC(OC(C)(C)C)=O)=O)(C)C, predict the reaction product. The product is: [C:6](=[O:7])=[O:5].[C:26]([C:21]1[C:20]([CH3:28])=[C:19]([C@H:13]2[O:12][CH2:11][C@@H:10]3[CH2:9][N:8]([C:6]([O:5][C:1]([CH3:3])([CH3:2])[CH3:4])=[O:7])[CH2:17][CH2:16][N:15]3[CH2:14]2)[CH:24]=[CH:23][C:22]=1[F:25])#[N:27]. (2) Given the reactants [N:1]1(C(OC(C)(C)C)=O)[CH2:6][CH2:5][O:4][C@@H:3]2[CH2:7][N:8]([C:11]([O:13][CH2:14][C:15]3[CH:20]=[CH:19][CH:18]=[CH:17][CH:16]=3)=[O:12])[CH2:9][CH2:10][C@@H:2]12.[C:28]([OH:34])([C:30]([F:33])([F:32])[F:31])=[O:29], predict the reaction product. The product is: [NH:1]1[CH2:6][CH2:5][O:4][C@@H:3]2[CH2:7][N:8]([C:11]([O:13][CH2:14][C:15]3[CH:20]=[CH:19][CH:18]=[CH:17][CH:16]=3)=[O:12])[CH2:9][CH2:10][C@@H:2]12.[C:28]([OH:34])([C:30]([F:33])([F:32])[F:31])=[O:29]. (3) Given the reactants [OH:1][C:2]([CH3:22])([CH3:21])[CH2:3][CH2:4][O:5][C:6]1[CH:11]=[CH:10][C:9]([C:12]2[CH:17]=[CH:16][CH:15]=[C:14]([CH:18]=[O:19])[CH:13]=2)=[C:8]([CH3:20])[CH:7]=1.N1C=CC=CC=1.[C:29](OC(=O)C)(=[O:31])[CH3:30].[Cl-].[NH4+], predict the reaction product. The product is: [C:29]([O:1][C:2]([CH3:22])([CH3:21])[CH2:3][CH2:4][O:5][C:6]1[CH:11]=[CH:10][C:9]([C:12]2[CH:17]=[CH:16][CH:15]=[C:14]([CH:18]=[O:19])[CH:13]=2)=[C:8]([CH3:20])[CH:7]=1)(=[O:31])[CH3:30]. (4) Given the reactants Br[CH2:2][CH2:3][CH2:4][CH2:5][C:6]([F:18])([F:17])[C:7]([F:16])([F:15])[C:8]([F:14])([F:13])[C:9]([F:12])([F:11])[F:10].[P:19]([O:26]CC)([O:23][CH2:24][CH3:25])[O:20][CH2:21][CH3:22], predict the reaction product. The product is: [CH2:21]([O:20][P:19]([CH2:2][CH2:3][CH2:4][CH2:5][C:6]([F:18])([F:17])[C:7]([F:16])([F:15])[C:8]([F:14])([F:13])[C:9]([F:12])([F:11])[F:10])([O:23][CH2:24][CH3:25])=[O:26])[CH3:22]. (5) Given the reactants [Br:1][C:2]1[C:7]2[C:8](=[O:21])[N:9](C(C)(C3C=CC=CC=3)C)[CH:10](O)[C:6]=2[CH:5]=[CH:4][N:3]=1.FC(F)(F)C(O)=O.C([SiH](CC)CC)C, predict the reaction product. The product is: [Br:1][C:2]1[C:7]2[C:8](=[O:21])[NH:9][CH2:10][C:6]=2[CH:5]=[CH:4][N:3]=1. (6) Given the reactants [I:1][C:2]1[CH:8]=[CH:7][C:5]([NH2:6])=[C:4]([CH3:9])[CH:3]=1.O.[C:11](Cl)(Cl)=[S:12], predict the reaction product. The product is: [I:1][C:2]1[CH:8]=[CH:7][C:5]([N:6]=[C:11]=[S:12])=[C:4]([CH3:9])[CH:3]=1. (7) Given the reactants [F:1][C:2]1[CH:3]=[C:4]([CH:28]=[CH:29][C:30]=1[F:31])[CH2:5][NH:6][C:7]([C:9]1[C:17]2[C:12](=[CH:13][C:14]([OH:18])=[CH:15][CH:16]=2)[N:11]([CH2:19][C:20]2[O:21][CH:22]=[CH:23][N:24]=2)[C:10]=1[CH:25]([CH3:27])[CH3:26])=[O:8].[CH:32](I)([CH3:34])[CH3:33], predict the reaction product. The product is: [F:1][C:2]1[CH:3]=[C:4]([CH:28]=[CH:29][C:30]=1[F:31])[CH2:5][NH:6][C:7]([C:9]1[C:17]2[C:12](=[CH:13][C:14]([O:18][CH:32]([CH3:34])[CH3:33])=[CH:15][CH:16]=2)[N:11]([CH2:19][C:20]2[O:21][CH:22]=[CH:23][N:24]=2)[C:10]=1[CH:25]([CH3:27])[CH3:26])=[O:8].